Dataset: Forward reaction prediction with 1.9M reactions from USPTO patents (1976-2016). Task: Predict the product of the given reaction. (1) Given the reactants [CH2:1]([O:3][C:4](=[O:24])[CH2:5][C:6]([N:8]([C:10]1[N:19]=[C:18]([C:20]([F:23])([F:22])[F:21])[CH:17]=[CH:16][C:11]=1[C:12]([O:14]C)=O)[CH3:9])=[O:7])[CH3:2].CNC1N=C(C(F)(F)F)C=CC=1C(OC)=O.C(C(C(Cl)=O)C(Cl)=O)C, predict the reaction product. The product is: [OH:14][C:12]1[C:11]2[C:10](=[N:19][C:18]([C:20]([F:23])([F:22])[F:21])=[CH:17][CH:16]=2)[N:8]([CH3:9])[C:6](=[O:7])[C:5]=1[C:4]([O:3][CH2:1][CH3:2])=[O:24]. (2) Given the reactants [Cl:1][C:2]1[CH:7]=[CH:6][C:5]([S:8]([NH:11][C:12]2[CH:17]=[CH:16][N:15]=[C:14]([C:18]3[CH:23]=[CH:22][C:21]([CH:24]([CH3:26])[CH3:25])=[CH:20][CH:19]=3)[N:13]=2)(=[O:10])=[O:9])=[CH:4][CH:3]=1.[C:27]([O:31][C:32](=[O:35])[CH2:33]Br)([CH3:30])([CH3:29])[CH3:28], predict the reaction product. The product is: [C:27]([O:31][C:32](=[O:35])[CH2:33][N:11]([S:8]([C:5]1[CH:4]=[CH:3][C:2]([Cl:1])=[CH:7][CH:6]=1)(=[O:10])=[O:9])[C:12]1[CH:17]=[CH:16][N:15]=[C:14]([C:18]2[CH:23]=[CH:22][C:21]([CH:24]([CH3:26])[CH3:25])=[CH:20][CH:19]=2)[N:13]=1)([CH3:30])([CH3:29])[CH3:28]. (3) Given the reactants [CH2:1]([O:8][C:9]1[CH:14]=[C:13]([Cl:15])[CH:12]=[CH:11][C:10]=1[C:16]1[N:20]=[C:19]([CH2:21]O)[S:18][N:17]=1)[C:2]1[CH:7]=[CH:6][CH:5]=[CH:4][CH:3]=1.P(Br)(Br)[Br:24].O, predict the reaction product. The product is: [CH2:1]([O:8][C:9]1[CH:14]=[C:13]([Cl:15])[CH:12]=[CH:11][C:10]=1[C:16]1[N:20]=[C:19]([CH2:21][Br:24])[S:18][N:17]=1)[C:2]1[CH:7]=[CH:6][CH:5]=[CH:4][CH:3]=1.